This data is from Catalyst prediction with 721,799 reactions and 888 catalyst types from USPTO. The task is: Predict which catalyst facilitates the given reaction. Reactant: [CH3:1][C:2]1[CH:28]=[CH:27][C:5]([NH:6][C:7]2[CH:15]=[C:14]([C:16]([OH:18])=O)[C:13]([NH:19][C:20]3[CH:25]=[CH:24][C:23]([CH3:26])=[CH:22][CH:21]=3)=[CH:12][C:8]=2[C:9](O)=[O:10])=[CH:4][CH:3]=1.CO. Product: [CH3:1][C:2]1[CH:28]=[CH:27][C:5]2[NH:6][C:7]3[C:8]([C:9](=[O:10])[C:4]=2[CH:3]=1)=[CH:12][C:13]1[NH:19][C:20]2[CH:25]=[CH:24][C:23]([CH3:26])=[CH:22][C:21]=2[C:16](=[O:18])[C:14]=1[CH:15]=3. The catalyst class is: 6.